From a dataset of Forward reaction prediction with 1.9M reactions from USPTO patents (1976-2016). Predict the product of the given reaction. Given the reactants [Cl:1][C:2]1[CH:3]=[C:4]([CH:10]=[CH:11][C:12]=1[Cl:13])[O:5][CH2:6][C:7]([OH:9])=O.[CH3:14][N:15]([CH3:31])[CH:16]1[CH2:20][CH2:19][N:18]([C:21]2[S:22][C:23]3[CH:29]=[C:28]([NH2:30])[CH:27]=[CH:26][C:24]=3[N:25]=2)[CH2:17]1, predict the reaction product. The product is: [Cl:1][C:2]1[CH:3]=[C:4]([CH:10]=[CH:11][C:12]=1[Cl:13])[O:5][CH2:6][C:7]([NH:30][C:28]1[CH:27]=[CH:26][C:24]2[N:25]=[C:21]([N:18]3[CH2:19][CH2:20][CH:16]([N:15]([CH3:31])[CH3:14])[CH2:17]3)[S:22][C:23]=2[CH:29]=1)=[O:9].